Dataset: Blood-brain barrier permeability classification from the B3DB database. Task: Regression/Classification. Given a drug SMILES string, predict its absorption, distribution, metabolism, or excretion properties. Task type varies by dataset: regression for continuous measurements (e.g., permeability, clearance, half-life) or binary classification for categorical outcomes (e.g., BBB penetration, CYP inhibition). Dataset: b3db_classification. (1) The drug is NC(=O)CN1C(=O)[C@H](c2ccccc2)c2ccccc21. The result is 1 (penetrates BBB). (2) The molecule is CC(=O)N1CCN(C(=O)Cc2cc(F)cc(F)c2)[C@@H](CN2CC[C@@H](O)C2)C1. The result is 0 (does not penetrate BBB).